Task: Predict the reaction yield, written as a fraction of the theoretical maximum amount of product (1.0 means a 100% yield; for example, 0.34 means a 34% yield).. Dataset: Reaction yield outcomes from USPTO patents with 853,638 reactions (1) The reactants are Br[C:2]1[CH:3]=[C:4]([Cl:31])[CH:5]=[C:6]2[C:11]=1[N:10]=[CH:9][N:8]([CH2:12][CH2:13][CH2:14][N:15]1[CH2:20][CH:19]=[C:18]([C:21]3[C:29]4[C:24](=[CH:25][CH:26]=[CH:27][CH:28]=4)[NH:23][CH:22]=3)[CH2:17][CH2:16]1)[C:7]2=[O:30].[N].[H][H]. The catalyst is C(O)C.[Pd]. The product is [Cl:31][C:4]1[CH:5]=[C:6]2[C:11](=[CH:2][CH:3]=1)[N:10]=[CH:9][N:8]([CH2:12][CH2:13][CH2:14][N:15]1[CH2:16][CH:17]=[C:18]([C:21]3[C:29]4[C:24](=[CH:25][CH:26]=[CH:27][CH:28]=4)[NH:23][CH:22]=3)[CH2:19][CH2:20]1)[C:7]2=[O:30]. The yield is 0.370. (2) The reactants are [C:1]([O:5][C@@H:6]([C:11]1[C:12]([CH3:42])=[CH:13][C:14]2[N:15]([CH:25]=[C:26]([C:28](=O)[NH:29][CH2:30][C:31](=O)[CH2:32][C:33]3[CH:38]=[CH:37][C:36]([F:39])=[CH:35][CH:34]=3)[N:27]=2)[C:16]=1[N:17]1[CH2:22][CH2:21][C:20]([CH3:24])([CH3:23])[CH2:19][CH2:18]1)[C:7]([O:9]C)=[O:8])([CH3:4])([CH3:3])[CH3:2].COC1C=CC(P2(SP(C3C=CC(OC)=CC=3)(=S)S2)=[S:52])=CC=1.[OH-].[Na+]. The catalyst is C1(C)C=CC=CC=1. The product is [C:1]([O:5][C@@H:6]([C:11]1[C:12]([CH3:42])=[CH:13][C:14]2[N:15]([CH:25]=[C:26]([C:28]3[S:52][C:31]([CH2:32][C:33]4[CH:38]=[CH:37][C:36]([F:39])=[CH:35][CH:34]=4)=[CH:30][N:29]=3)[N:27]=2)[C:16]=1[N:17]1[CH2:22][CH2:21][C:20]([CH3:24])([CH3:23])[CH2:19][CH2:18]1)[C:7]([OH:9])=[O:8])([CH3:4])([CH3:3])[CH3:2]. The yield is 0.210.